From a dataset of Merck oncology drug combination screen with 23,052 pairs across 39 cell lines. Regression. Given two drug SMILES strings and cell line genomic features, predict the synergy score measuring deviation from expected non-interaction effect. (1) Drug 1: N.N.O=C(O)C1(C(=O)O)CCC1.[Pt]. Drug 2: CC1(c2nc3c(C(N)=O)cccc3[nH]2)CCCN1. Cell line: NCIH460. Synergy scores: synergy=3.13. (2) Drug 1: CCC1(O)CC2CN(CCc3c([nH]c4ccccc34)C(C(=O)OC)(c3cc4c(cc3OC)N(C)C3C(O)(C(=O)OC)C(OC(C)=O)C5(CC)C=CCN6CCC43C65)C2)C1. Drug 2: C#Cc1cccc(Nc2ncnc3cc(OCCOC)c(OCCOC)cc23)c1. Cell line: A427. Synergy scores: synergy=26.9. (3) Drug 1: CS(=O)(=O)CCNCc1ccc(-c2ccc3ncnc(Nc4ccc(OCc5cccc(F)c5)c(Cl)c4)c3c2)o1. Drug 2: CCc1cnn2c(NCc3ccc[n+]([O-])c3)cc(N3CCCCC3CCO)nc12. Cell line: CAOV3. Synergy scores: synergy=16.4. (4) Drug 1: C#Cc1cccc(Nc2ncnc3cc(OCCOC)c(OCCOC)cc23)c1. Drug 2: CCC1(O)C(=O)OCc2c1cc1n(c2=O)Cc2cc3c(CN(C)C)c(O)ccc3nc2-1. Cell line: SKOV3. Synergy scores: synergy=15.9. (5) Drug 1: O=S1(=O)NC2(CN1CC(F)(F)F)C1CCC2Cc2cc(C=CCN3CCC(C(F)(F)F)CC3)ccc2C1. Drug 2: COc1cccc2c1C(=O)c1c(O)c3c(c(O)c1C2=O)CC(O)(C(=O)CO)CC3OC1CC(N)C(O)C(C)O1. Cell line: SKMEL30. Synergy scores: synergy=5.70. (6) Drug 1: CS(=O)(=O)CCNCc1ccc(-c2ccc3ncnc(Nc4ccc(OCc5cccc(F)c5)c(Cl)c4)c3c2)o1. Cell line: ES2. Drug 2: CC(C)CC(NC(=O)C(Cc1ccccc1)NC(=O)c1cnccn1)B(O)O. Synergy scores: synergy=21.2.